This data is from Kir2.1 potassium channel HTS with 301,493 compounds. The task is: Binary Classification. Given a drug SMILES string, predict its activity (active/inactive) in a high-throughput screening assay against a specified biological target. The compound is Fc1c(NC(=O)CN(CC)C(=O)CNC(=O)c2cc(ccc2)C)c(F)ccc1. The result is 0 (inactive).